This data is from Forward reaction prediction with 1.9M reactions from USPTO patents (1976-2016). The task is: Predict the product of the given reaction. (1) Given the reactants Cl[C:2]1[CH:7]=[C:6]([N:8]2[CH2:13][CH2:12][O:11][CH2:10][CH2:9]2)[N:5]2[N:14]=[CH:15][CH:16]=[C:4]2[N:3]=1.C(=O)([O-])[O-].[K+].[K+].O.[NH2:24][NH2:25].C(O)(=O)C.[CH3:30][C:31]1[CH:32]=[C:33]([CH:36]=[CH:37][CH:38]=1)[CH:34]=O, predict the reaction product. The product is: [CH3:30][C:31]1[CH:32]=[C:33]([CH:36]=[CH:37][CH:38]=1)[CH:34]=[N:24][NH:25][C:2]1[CH:7]=[C:6]([N:8]2[CH2:13][CH2:12][O:11][CH2:10][CH2:9]2)[N:5]2[N:14]=[CH:15][CH:16]=[C:4]2[N:3]=1. (2) Given the reactants Br[C:2]1[CH:7]=[C:6]([C:8]([CH3:11])([CH3:10])[CH3:9])[CH:5]=[C:4]([Br:12])[CH:3]=1.[CH2:13]=[C:14](B(O)O)[CH3:15].C([O-])([O-])=O.[K+].[K+].O, predict the reaction product. The product is: [Br:12][C:4]1[CH:3]=[C:2]([C:14]([CH3:15])=[CH2:13])[CH:7]=[C:6]([C:8]([CH3:11])([CH3:10])[CH3:9])[CH:5]=1. (3) Given the reactants [C:1](/[CH:3]=[CH:4]\[C:5]([O:7][CH2:8][CH3:9])=[O:6])#[N:2].C1(P(C2C=CC=CC=2)C2C=CC=CC=2)C=CC=CC=1, predict the reaction product. The product is: [C:1](/[CH:3]=[CH:4]/[C:5]([O:7][CH2:8][CH3:9])=[O:6])#[N:2]. (4) Given the reactants [CH3:1][O:2][C:3](=[N:5][S:6]([N+:9](CC)(CC)[CH2:10][CH3:11])(=[O:8])=[O:7])[O-:4].NCCO, predict the reaction product. The product is: [CH3:1][O:2][C:3]([N:5]1[CH2:11][CH2:10][NH:9][S:6]1(=[O:8])=[O:7])=[O:4]. (5) Given the reactants [NH:1]1[CH2:5][CH2:4][CH2:3][C@@H:2]1[CH2:6][NH:7][C:8](=[O:17])[O:9][CH2:10][C:11]1[CH:16]=[CH:15][CH:14]=[CH:13][CH:12]=1.C([O-])([O-])=O.[K+].[K+].Br[CH:25]([C:31]([O:33][CH2:34][CH3:35])=[O:32])[C:26]([O:28][CH2:29][CH3:30])=[O:27], predict the reaction product. The product is: [C:11]1([CH2:10][O:9][C:8]([NH:7][CH2:6][C@H:2]2[CH2:3][CH2:4][CH2:5][N:1]2[CH:25]([C:26]([O:28][CH2:29][CH3:30])=[O:27])[C:31]([O:33][CH2:34][CH3:35])=[O:32])=[O:17])[CH:16]=[CH:15][CH:14]=[CH:13][CH:12]=1. (6) Given the reactants N1(O[C:11]2[N:16]=[C:15]([NH:17][CH2:18][C:19]3[CH:24]=[CH:23][CH:22]=[C:21]([F:25])[CH:20]=3)[C:14]([C:26]([NH2:28])=[O:27])=[CH:13][N:12]=2)C2C=CC=CC=2N=N1.[NH2:29][C:30]1[CH:31]=[CH:32][C:33]([O:40][CH2:41][CH2:42][N:43]2[CH2:47][CH2:46][CH2:45][CH2:44]2)=[C:34]([NH:36][C:37](=[O:39])[CH3:38])[CH:35]=1.CC1C=CC(S(O)(=O)=O)=CC=1, predict the reaction product. The product is: [C:37]([NH:36][C:34]1[CH:35]=[C:30]([NH:29][C:11]2[N:16]=[C:15]([NH:17][CH2:18][C:19]3[CH:24]=[CH:23][CH:22]=[C:21]([F:25])[CH:20]=3)[C:14]([C:26]([NH2:28])=[O:27])=[CH:13][N:12]=2)[CH:31]=[CH:32][C:33]=1[O:40][CH2:41][CH2:42][N:43]1[CH2:44][CH2:45][CH2:46][CH2:47]1)(=[O:39])[CH3:38]. (7) Given the reactants [F:1][C:2]1[CH:7]=[C:6]([F:8])[CH:5]=[CH:4][C:3]=1[CH2:9][C:10]([C:12]1[CH:13]=[CH:14][C:15]2[O:20][CH2:19][C:18](=[O:21])[NH:17][C:16]=2[CH:22]=1)=[O:11].[BrH:23].Br.[NH+]1C=CC=CC=1.[O-]S([O-])(=S)=O.[Na+].[Na+], predict the reaction product. The product is: [Br:23][CH:9]([C:3]1[CH:4]=[CH:5][C:6]([F:8])=[CH:7][C:2]=1[F:1])[C:10]([C:12]1[CH:13]=[CH:14][C:15]2[O:20][CH2:19][C:18](=[O:21])[NH:17][C:16]=2[CH:22]=1)=[O:11].